From a dataset of NCI-60 drug combinations with 297,098 pairs across 59 cell lines. Regression. Given two drug SMILES strings and cell line genomic features, predict the synergy score measuring deviation from expected non-interaction effect. (1) Drug 1: C1CN1P(=S)(N2CC2)N3CC3. Cell line: SNB-75. Drug 2: C1CC(=O)NC(=O)C1N2C(=O)C3=CC=CC=C3C2=O. Synergy scores: CSS=11.0, Synergy_ZIP=-2.36, Synergy_Bliss=-1.45, Synergy_Loewe=-6.39, Synergy_HSA=-1.48. (2) Drug 1: CN1CCC(CC1)COC2=C(C=C3C(=C2)N=CN=C3NC4=C(C=C(C=C4)Br)F)OC. Drug 2: C1=NC2=C(N=C(N=C2N1C3C(C(C(O3)CO)O)F)Cl)N. Cell line: NCI-H522. Synergy scores: CSS=19.6, Synergy_ZIP=-12.3, Synergy_Bliss=-6.89, Synergy_Loewe=-5.96, Synergy_HSA=-3.23.